Dataset: Forward reaction prediction with 1.9M reactions from USPTO patents (1976-2016). Task: Predict the product of the given reaction. (1) Given the reactants [N:1]1[CH:6]=[CH:5][C:4](B(O)O)=[CH:3][CH:2]=1.Cl[C:11]1[N:16]=[C:15]([NH2:17])[N:14]=[C:13]([NH:18][CH3:19])[CH:12]=1, predict the reaction product. The product is: [CH3:19][NH:18][C:13]1[CH:12]=[C:11]([C:4]2[CH:5]=[CH:6][N:1]=[CH:2][CH:3]=2)[N:16]=[C:15]([NH2:17])[N:14]=1. (2) Given the reactants ClCCl.Cl.Cl.[NH2:6][CH2:7][C:8]1[CH:13]=[CH:12][C:11]([C:14]2[NH:18][C:17]([C@H:19]3[N:27]4[C:22](=[CH:23][C:24]([C:29]5[CH:34]=[C:33]([Cl:35])[CH:32]=[CH:31][C:30]=5[N:36]5[CH:40]=[N:39][N:38]=[N:37]5)=[CH:25][C:26]4=[O:28])[CH2:21][CH2:20]3)=[N:16][CH:15]=2)=[CH:10][CH:9]=1.[C:41](OC(=O)C)(=[O:43])[CH3:42].Cl, predict the reaction product. The product is: [Cl:35][C:33]1[CH:32]=[CH:31][C:30]([N:36]2[CH:40]=[N:39][N:38]=[N:37]2)=[C:29]([C:24]2[CH:23]=[C:22]3[N:27]([C@H:19]([C:17]4[NH:18][C:14]([C:11]5[CH:10]=[CH:9][C:8]([CH2:7][NH:6][C:41](=[O:43])[CH3:42])=[CH:13][CH:12]=5)=[CH:15][N:16]=4)[CH2:20][CH2:21]3)[C:26](=[O:28])[CH:25]=2)[CH:34]=1. (3) The product is: [CH:1]1([CH2:4][C:5]2[C:6]([C:11]3[CH:16]=[CH:15][N:14]=[C:13]([NH:17][C:18]4[CH:23]=[CH:22][N:21]=[CH:20][CH:19]=4)[N:12]=3)=[CH:7][N:31]=[C:29]([NH:28][CH2:27][C@@H:26]([OH:25])[CH3:32])[N:30]=2)[CH2:3][CH2:2]1. Given the reactants [CH:1]1([CH2:4][C:5](=O)/[C:6](/[C:11]2[CH:16]=[CH:15][N:14]=[C:13]([NH:17][C:18]3[CH:23]=[CH:22][N:21]=[CH:20][CH:19]=3)[N:12]=2)=[CH:7]\N(C)C)[CH2:3][CH2:2]1.[OH:25][C@@H:26]([CH3:32])[CH2:27][NH:28][C:29]([NH2:31])=[NH:30].C(=O)([O-])[O-].[K+].[K+], predict the reaction product. (4) Given the reactants [Cl:1][C:2]1[O:3][C:4]2[CH:10]=[CH:9][C:8]([C:11]([CH2:30][CH3:31])=[C:12]([C:23]3[CH:28]=[CH:27][C:26]([OH:29])=[CH:25][CH:24]=3)[C:13]3[CH:18]=[CH:17][C:16]([O:19][CH2:20][CH2:21]Cl)=[CH:15][CH:14]=3)=[CH:7][C:5]=2[CH:6]=1.[NH:32]1[CH2:37][CH2:36][O:35][CH2:34][CH2:33]1, predict the reaction product. The product is: [Cl:1][C:2]1[O:3][C:4]2[CH:10]=[CH:9][C:8]([C:11]([CH2:30][CH3:31])=[C:12]([C:23]3[CH:28]=[CH:27][C:26]([OH:29])=[CH:25][CH:24]=3)[C:13]3[CH:14]=[CH:15][C:16]([O:19][CH2:20][CH2:21][N:32]4[CH2:37][CH2:36][O:35][CH2:34][CH2:33]4)=[CH:17][CH:18]=3)=[CH:7][C:5]=2[CH:6]=1. (5) Given the reactants CC(=CC)C.P([O-])(O)(O)=O.[Na+].Cl([O-])=[O:13].[Na+].[N:16]1[C:25]2[C:20](=[CH:21][C:22]([CH2:26][CH2:27][CH:28]=[O:29])=[CH:23][CH:24]=2)[CH:19]=[CH:18][CH:17]=1, predict the reaction product. The product is: [N:16]1[C:25]2[C:20](=[CH:21][C:22]([CH2:26][CH2:27][C:28]([OH:13])=[O:29])=[CH:23][CH:24]=2)[CH:19]=[CH:18][CH:17]=1. (6) Given the reactants [NH2:1][C:2]1[C:7]([N+:8]([O-])=O)=[C:6]([N:11]2[CH2:16][CH2:15][N:14]([C:17]([C:19]3[CH:24]=[CH:23][C:22]([O:25][CH3:26])=[CH:21][CH:20]=3)=[O:18])[CH2:13][CH2:12]2)[C:5]([Cl:27])=[CH:4][N:3]=1.[CH3:28][N:29]([CH3:38])[C:30]1[CH:37]=[CH:36][C:33]([CH:34]=O)=[CH:32][CH:31]=1.[O-]S(S([O-])=O)=O.[Na+].[Na+], predict the reaction product. The product is: [Cl:27][C:5]1[C:6]([N:11]2[CH2:16][CH2:15][N:14]([C:17]([C:19]3[CH:20]=[CH:21][C:22]([O:25][CH3:26])=[CH:23][CH:24]=3)=[O:18])[CH2:13][CH2:12]2)=[C:7]2[N:8]=[C:34]([C:33]3[CH:36]=[CH:37][C:30]([N:29]([CH3:38])[CH3:28])=[CH:31][CH:32]=3)[NH:1][C:2]2=[N:3][CH:4]=1. (7) Given the reactants C([O:8][C:9]1[CH:14]=[C:13]([C@@:15]2([O:51]C)[CH2:20][CH2:19][N:18]([C:21]([O:23][C:24]([CH3:27])([CH3:26])[CH3:25])=[O:22])[CH2:17][C@@H:16]2[C:28]([N:30]([CH:48]2[CH2:50][CH2:49]2)[CH2:31][C:32]2[CH:37]=[C:36]([CH2:38][CH2:39][CH2:40][O:41][CH3:42])[CH:35]=[C:34]([O:43][CH2:44][CH2:45][O:46][CH3:47])[CH:33]=2)=[O:29])[CH:12]=[CH:11][N:10]=1)C1C=CC=CC=1.C(O)(=O)C, predict the reaction product. The product is: [CH:48]1([N:30]([CH2:31][C:32]2[CH:37]=[C:36]([CH2:38][CH2:39][CH2:40][O:41][CH3:42])[CH:35]=[C:34]([O:43][CH2:44][CH2:45][O:46][CH3:47])[CH:33]=2)[C:28]([C@@H:16]2[C@@:15]([OH:51])([C:13]3[CH:12]=[CH:11][NH:10][C:9](=[O:8])[CH:14]=3)[CH2:20][CH2:19][N:18]([C:21]([O:23][C:24]([CH3:26])([CH3:27])[CH3:25])=[O:22])[CH2:17]2)=[O:29])[CH2:50][CH2:49]1. (8) Given the reactants [Cl:1][C:2]1[C:3]([CH3:9])=[C:4]([OH:8])[CH:5]=[CH:6][CH:7]=1.C(=O)([O-])[O-].[Cs+].[Cs+].[Cl:16][C:17]1[CH:18]=[C:19]([C:24]2[CH:36]=[CH:35][C:27]([C:28]([NH:30][S:31]([CH3:34])(=[O:33])=[O:32])=[O:29])=[CH:26][C:25]=2[O:37][CH3:38])[CH:20]=[N:21][C:22]=1F, predict the reaction product. The product is: [Cl:16][C:17]1[CH:18]=[C:19]([C:24]2[CH:36]=[CH:35][C:27]([C:28]([NH:30][S:31]([CH3:34])(=[O:33])=[O:32])=[O:29])=[CH:26][C:25]=2[O:37][CH3:38])[CH:20]=[N:21][C:22]=1[O:8][C:4]1[CH:5]=[CH:6][CH:7]=[C:2]([Cl:1])[C:3]=1[CH3:9]. (9) Given the reactants [Cl:1][C:2]1[CH:7]=[CH:6][C:5]([N:8]([C@H:14]2[C:23]3[C:18](=[CH:19][CH:20]=[CH:21][CH:22]=3)[N:17]([C:24](=[O:33])[C:25]3[CH:30]=[CH:29][C:28]([O:31]C)=[CH:27][CH:26]=3)[C@@H:16]([CH3:34])[CH2:15]2)[C:9]([CH:11]2[CH2:13][CH2:12]2)=[O:10])=[CH:4][CH:3]=1.B(Br)(Br)Br, predict the reaction product. The product is: [Cl:1][C:2]1[CH:3]=[CH:4][C:5]([N:8]([C@H:14]2[C:23]3[C:18](=[CH:19][CH:20]=[CH:21][CH:22]=3)[N:17]([C:24](=[O:33])[C:25]3[CH:26]=[CH:27][C:28]([OH:31])=[CH:29][CH:30]=3)[C@@H:16]([CH3:34])[CH2:15]2)[C:9]([CH:11]2[CH2:12][CH2:13]2)=[O:10])=[CH:6][CH:7]=1. (10) Given the reactants C(OC([N:6]1[C:10]2=[N:11][CH:12]=[C:13](B3OC(C)(C)C(C)(C)O3)[CH:14]=[C:9]2[CH:8]=[C:7]1[C:24]1[C:29]([F:30])=[CH:28][CH:27]=[CH:26][C:25]=1[F:31])=O)C.[CH2:32]([N:34]1[C:38](OS(C(F)(F)F)(=O)=O)=[CH:37][C:36]([C:47]([F:50])([F:49])[F:48])=[N:35]1)[CH3:33], predict the reaction product. The product is: [F:30][C:29]1[CH:28]=[CH:27][CH:26]=[C:25]([F:31])[C:24]=1[C:7]1[NH:6][C:10]2=[N:11][CH:12]=[C:13]([C:38]3[N:34]([CH2:32][CH3:33])[N:35]=[C:36]([C:47]([F:48])([F:50])[F:49])[CH:37]=3)[CH:14]=[C:9]2[CH:8]=1.